Dataset: Full USPTO retrosynthesis dataset with 1.9M reactions from patents (1976-2016). Task: Predict the reactants needed to synthesize the given product. (1) Given the product [N:17]1[C:26]2[C:21](=[CH:22][C:23]([C:2]3[C:3]([CH3:15])=[N:4][N:5]([C:8]4[CH:13]=[CH:12][CH:11]=[CH:10][C:9]=4[CH3:14])[C:6]=3[NH2:7])=[CH:24][CH:25]=2)[N:20]=[CH:19][CH:18]=1, predict the reactants needed to synthesize it. The reactants are: Br[C:2]1[C:3]([CH3:15])=[N:4][N:5]([C:8]2[CH:13]=[CH:12][CH:11]=[CH:10][C:9]=2[CH3:14])[C:6]=1[NH2:7].Cl.[N:17]1[C:26]2[C:21](=[CH:22][C:23](OB(O)O)=[CH:24][CH:25]=2)[N:20]=[CH:19][CH:18]=1.C(=O)([O-])[O-].[Na+].[Na+].C(OCC)(=O)C. (2) Given the product [NH2:1][C:2]1[N:7]=[C:6]([O:8][CH2:9][C:10]([NH:32][CH:29]2[CH2:31][CH2:30]2)=[O:11])[C:5]([C:13]2[CH:18]=[CH:17][C:16](=[O:19])[N:15]([CH:20]([CH3:21])[CH3:22])[N:14]=2)=[C:4]([C:23]2[CH:24]=[CH:25][CH:26]=[CH:27][CH:28]=2)[N:3]=1, predict the reactants needed to synthesize it. The reactants are: [NH2:1][C:2]1[N:7]=[C:6]([O:8][CH2:9][C:10](O)=[O:11])[C:5]([C:13]2[CH:18]=[CH:17][C:16](=[O:19])[N:15]([CH:20]([CH3:22])[CH3:21])[N:14]=2)=[C:4]([C:23]2[CH:28]=[CH:27][CH:26]=[CH:25][CH:24]=2)[N:3]=1.[CH:29]1([NH2:32])[CH2:31][CH2:30]1. (3) Given the product [CH:3]([O:6][C:7]([N:9]1[CH:14]([CH2:15][CH3:16])[CH2:13][C:12](=[O:22])[C:11]2[S:23][CH:24]=[CH:25][C:10]1=2)=[O:8])([CH3:4])[CH3:5], predict the reactants needed to synthesize it. The reactants are: [Cl-].[Li+].[CH:3]([O:6][C:7]([N:9]1[CH:14]([CH2:15][CH3:16])[CH:13](C(OCC)=O)[C:12](=[O:22])[C:11]2[S:23][CH:24]=[CH:25][C:10]1=2)=[O:8])([CH3:5])[CH3:4]. (4) The reactants are: [CH3:1][O:2][C:3](=[O:25])[CH2:4][C@:5]1([CH2:22][CH2:23][CH3:24])[C:10]2[NH:11][C:12]3[C:17]([C:9]=2[CH2:8][CH2:7][O:6]1)=[C:16]([C:18]#[N:19])[CH:15]=[C:14]([OH:20])[C:13]=3[CH3:21].[CH3:26][N:27]([C:29]1[S:33][N:32]=[C:31]([CH2:34]Cl)[N:30]=1)[CH3:28].C(=O)([O-])[O-].[K+].[K+].[I-].[K+]. Given the product [CH3:1][O:2][C:3](=[O:25])[CH2:4][C@:5]1([CH2:22][CH2:23][CH3:24])[C:10]2[NH:11][C:12]3[C:17]([C:9]=2[CH2:8][CH2:7][O:6]1)=[C:16]([C:18]#[N:19])[CH:15]=[C:14]([O:20][CH2:34][C:31]1[N:30]=[C:29]([N:27]([CH3:28])[CH3:26])[S:33][N:32]=1)[C:13]=3[CH3:21], predict the reactants needed to synthesize it. (5) Given the product [OH:26][CH:23]([CH2:24][OH:25])[CH2:22][S:21][CH:9]([C:10]1[CH:14]=[CH:13][S:12][CH:11]=1)[CH2:8][C:4]1[O:3][C:2]([CH3:1])([C:15]2[CH:20]=[CH:19][CH:18]=[CH:17][CH:16]=2)[C:6](=[O:7])[CH:5]=1, predict the reactants needed to synthesize it. The reactants are: [CH3:1][C:2]1([C:15]2[CH:20]=[CH:19][CH:18]=[CH:17][CH:16]=2)[C:6](=[O:7])[CH:5]=[C:4](/[CH:8]=[CH:9]/[C:10]2[CH:14]=[CH:13][S:12][CH:11]=2)[O:3]1.[SH:21][CH2:22][CH:23]([OH:26])[CH2:24][OH:25]. (6) Given the product [C:1]([NH:20][C@H:21]([CH2:25][CH3:26])[CH:22]([OH:24])[CH3:23])([C:8]1[CH:9]=[CH:10][CH:11]=[CH:12][CH:13]=1)([C:14]1[CH:19]=[CH:18][CH:17]=[CH:16][CH:15]=1)[C:2]1[CH:7]=[CH:6][CH:5]=[CH:4][CH:3]=1, predict the reactants needed to synthesize it. The reactants are: [C:1]([NH:20][C@H:21]([CH2:25][CH3:26])[C@@H:22]([OH:24])[CH3:23])([C:14]1[CH:19]=[CH:18][CH:17]=[CH:16][CH:15]=1)([C:8]1[CH:13]=[CH:12][CH:11]=[CH:10][CH:9]=1)[C:2]1[CH:7]=[CH:6][CH:5]=[CH:4][CH:3]=1.FC(F)(F)C(O)=O. (7) Given the product [Cl:17][C:11]1[C:10]([F:18])=[C:9]([C:6]2[CH:7]=[CH:8][N:4]([CH2:3][C@@H:2]([NH:1][C:30]([C:28]3[N:29]=[C:25]([C:23]4[N:22]=[CH:21][NH:20][CH:24]=4)[S:26][CH:27]=3)=[O:31])[CH3:19])[N:5]=2)[CH:16]=[CH:15][C:12]=1[C:13]#[N:14], predict the reactants needed to synthesize it. The reactants are: [NH2:1][C@@H:2]([CH3:19])[CH2:3][N:4]1[CH:8]=[CH:7][C:6]([C:9]2[CH:16]=[CH:15][C:12]([C:13]#[N:14])=[C:11]([Cl:17])[C:10]=2[F:18])=[N:5]1.[NH:20]1[CH:24]=[C:23]([C:25]2[S:26][CH:27]=[C:28]([C:30](O)=[O:31])[N:29]=2)[N:22]=[CH:21]1.C1C=CC2N(O)N=NC=2C=1.CCN(C(C)C)C(C)C.CCN=C=NCCCN(C)C.